From a dataset of NCI-60 drug combinations with 297,098 pairs across 59 cell lines. Regression. Given two drug SMILES strings and cell line genomic features, predict the synergy score measuring deviation from expected non-interaction effect. (1) Drug 1: CC1=C(C=C(C=C1)NC2=NC=CC(=N2)N(C)C3=CC4=NN(C(=C4C=C3)C)C)S(=O)(=O)N.Cl. Drug 2: CC(C1=C(C=CC(=C1Cl)F)Cl)OC2=C(N=CC(=C2)C3=CN(N=C3)C4CCNCC4)N. Cell line: NCI/ADR-RES. Synergy scores: CSS=-0.322, Synergy_ZIP=1.23, Synergy_Bliss=1.92, Synergy_Loewe=1.09, Synergy_HSA=-0.245. (2) Drug 1: COC1=NC(=NC2=C1N=CN2C3C(C(C(O3)CO)O)O)N. Drug 2: CC12CCC3C(C1CCC2O)C(CC4=C3C=CC(=C4)O)CCCCCCCCCS(=O)CCCC(C(F)(F)F)(F)F. Cell line: M14. Synergy scores: CSS=24.5, Synergy_ZIP=-6.22, Synergy_Bliss=0.0953, Synergy_Loewe=-8.13, Synergy_HSA=0.0742. (3) Drug 1: CC(C1=C(C=CC(=C1Cl)F)Cl)OC2=C(N=CC(=C2)C3=CN(N=C3)C4CCNCC4)N. Drug 2: CC1=C2C(C(=O)C3(C(CC4C(C3C(C(C2(C)C)(CC1OC(=O)C(C(C5=CC=CC=C5)NC(=O)OC(C)(C)C)O)O)OC(=O)C6=CC=CC=C6)(CO4)OC(=O)C)OC)C)OC. Cell line: CCRF-CEM. Synergy scores: CSS=69.5, Synergy_ZIP=2.07, Synergy_Bliss=3.19, Synergy_Loewe=-3.61, Synergy_HSA=3.57. (4) Drug 1: CC1CCC2CC(C(=CC=CC=CC(CC(C(=O)C(C(C(=CC(C(=O)CC(OC(=O)C3CCCCN3C(=O)C(=O)C1(O2)O)C(C)CC4CCC(C(C4)OC)O)C)C)O)OC)C)C)C)OC. Drug 2: CC12CCC3C(C1CCC2OP(=O)(O)O)CCC4=C3C=CC(=C4)OC(=O)N(CCCl)CCCl.[Na+]. Cell line: HOP-92. Synergy scores: CSS=9.06, Synergy_ZIP=0.00571, Synergy_Bliss=3.44, Synergy_Loewe=-5.05, Synergy_HSA=0.431. (5) Drug 1: C1CCC(CC1)NC(=O)N(CCCl)N=O. Drug 2: N.N.Cl[Pt+2]Cl. Cell line: MCF7. Synergy scores: CSS=5.60, Synergy_ZIP=-2.40, Synergy_Bliss=2.12, Synergy_Loewe=-2.70, Synergy_HSA=-2.23. (6) Drug 1: CN(C)N=NC1=C(NC=N1)C(=O)N. Drug 2: C1=C(C(=O)NC(=O)N1)F. Cell line: HOP-92. Synergy scores: CSS=10.6, Synergy_ZIP=-5.03, Synergy_Bliss=-5.28, Synergy_Loewe=-6.20, Synergy_HSA=-4.24. (7) Drug 1: CC1C(C(CC(O1)OC2CC(CC3=C2C(=C4C(=C3O)C(=O)C5=C(C4=O)C(=CC=C5)OC)O)(C(=O)CO)O)N)O.Cl. Drug 2: C1=CC(=CC=C1CC(C(=O)O)N)N(CCCl)CCCl.Cl. Cell line: SR. Synergy scores: CSS=80.1, Synergy_ZIP=0.712, Synergy_Bliss=1.64, Synergy_Loewe=1.17, Synergy_HSA=4.58.